This data is from Reaction yield outcomes from USPTO patents with 853,638 reactions. The task is: Predict the reaction yield, written as a fraction of the theoretical maximum amount of product (1.0 means a 100% yield; for example, 0.34 means a 34% yield). (1) The reactants are [CH3:1][C:2]1[CH:7]=[C:6]([CH3:8])[N:5]=[C:4]([NH:9][C:10]2[CH:15]=[CH:14][C:13]([CH2:16][CH2:17][NH:18][C:19](=[O:27])OC3C=CC=CC=3)=[CH:12][CH:11]=2)[C:3]=1[N+:28]([O-:30])=[O:29].[CH3:31][C:32]1[CH:33]=[CH:34][C:35]([S:38]([NH2:41])(=[O:40])=[O:39])=[CH:36][CH:37]=1.[H-].[Na+].O. The catalyst is CN(C=O)C. The product is [CH3:1][C:2]1[CH:7]=[C:6]([CH3:8])[N:5]=[C:4]([NH:9][C:10]2[CH:15]=[CH:14][C:13]([CH2:16][CH2:17][NH:18][C:19]([NH:41][S:38]([C:35]3[CH:36]=[CH:37][C:32]([CH3:31])=[CH:33][CH:34]=3)(=[O:39])=[O:40])=[O:27])=[CH:12][CH:11]=2)[C:3]=1[N+:28]([O-:30])=[O:29]. The yield is 0.810. (2) The reactants are O=[C:2]1[C:7]([C:8]([O:10][CH3:11])=[O:9])=[CH:6][CH:5]=[CH:4][O:3]1.[F:12][C:13]1[CH:20]=[CH:19][C:16]([CH2:17][NH2:18])=[CH:15][CH:14]=1.CCN=C=NCCCN(C)C. The catalyst is CN(C=O)C.CN(C1C=CN=CC=1)C. The product is [F:12][C:13]1[CH:20]=[CH:19][C:16]([CH2:17][N:18]2[CH:4]=[CH:5][CH:6]=[C:7]([C:8]([O:10][CH3:11])=[O:9])[C:2]2=[O:3])=[CH:15][CH:14]=1. The yield is 0.730. (3) The catalyst is N(CCO)(CCO)CCO.O. The product is [Cl:22][C:23]1[C:28]([F:29])=[CH:27][CH:26]=[C:25]([Cl:30])[C:24]=1[C@@H:31]([OH:33])[CH3:32]. The reactants are Cl.S([O-])([O-])(=O)=O.[Mg+2].O=C[C@@H]([C@H]([C@@H]([C@@H](CO)O)O)O)O.[OH-].[Na+].[Cl:22][C:23]1[C:28]([F:29])=[CH:27][CH:26]=[C:25]([Cl:30])[C:24]=1[C:31](=[O:33])[CH3:32]. The yield is 0.940.